Dataset: Full USPTO retrosynthesis dataset with 1.9M reactions from patents (1976-2016). Task: Predict the reactants needed to synthesize the given product. (1) The reactants are: [C:1]1([CH2:7][C:8]([O:10][CH2:11][CH3:12])=[O:9])[CH:6]=[CH:5][CH:4]=[CH:3][CH:2]=1.[C:13](=O)([O-])[O-].[K+].[K+].C=O.Cl. Given the product [CH2:11]([O:10][C:8](=[O:9])[C:7]([C:1]1[CH:6]=[CH:5][CH:4]=[CH:3][CH:2]=1)=[CH2:13])[CH3:12], predict the reactants needed to synthesize it. (2) Given the product [CH3:15][N:16]([CH2:18][CH2:19][NH:20][C:21]1[CH:26]=[CH:25][CH:24]=[CH:23][C:22]=1[P:7]([C:8]1[CH:9]=[CH:10][CH:11]=[CH:12][CH:13]=1)[C:4]1[CH:5]=[CH:6][CH:1]=[CH:2][CH:3]=1)[CH3:17], predict the reactants needed to synthesize it. The reactants are: [CH:1]1[CH:6]=[CH:5][C:4]([P-:7][C:8]2[CH:13]=[CH:12][CH:11]=[CH:10][CH:9]=2)=[CH:3][CH:2]=1.[K+].[CH3:15][N:16]([CH2:18][CH2:19][NH:20][C:21]1[CH:26]=[CH:25][CH:24]=[CH:23][C:22]=1F)[CH3:17].C(OCC)C. (3) Given the product [C:1]([C:5]1[CH:9]=[C:8]([NH:10][C:11]([NH:13][C:14]2[CH:19]=[CH:18][C:17]([O:20][C:21]3[CH:26]=[CH:25][N:24]=[C:23]([C:27](=[O:30])[NH:28][CH3:29])[CH:22]=3)=[CH:16][C:15]=2[F:31])=[O:12])[N:7]([C:32]2[CH:33]=[C:34]3[C:39](=[CH:40][CH:41]=2)[CH2:38][NH:37][CH2:36][CH2:35]3)[N:6]=1)([CH3:4])([CH3:2])[CH3:3], predict the reactants needed to synthesize it. The reactants are: [C:1]([C:5]1[CH:9]=[C:8]([NH:10][C:11]([NH:13][C:14]2[CH:19]=[CH:18][C:17]([O:20][C:21]3[CH:26]=[CH:25][N:24]=[C:23]([C:27](=[O:30])[NH:28][CH3:29])[CH:22]=3)=[CH:16][C:15]=2[F:31])=[O:12])[N:7]([C:32]2[CH:33]=[C:34]3[C:39](=[CH:40][CH:41]=2)[CH2:38][N:37](C(OCC2C=CC=CC=2)=O)[CH2:36][CH2:35]3)[N:6]=1)([CH3:4])([CH3:3])[CH3:2].C(O)=O. (4) The reactants are: [CH3:1][Si:2](Cl)([CH3:4])[CH3:3].[CH3:6][O:7][C:8]([C:10]1[S:11][C:12]([C:39]#[C:40][C:41]([CH3:46])([CH3:45])[CH2:42][CH2:43][OH:44])=[CH:13][C:14]=1[N:15]([CH:25]1[CH2:30][CH2:29][CH:28]([O:31][Si:32]([C:35]([CH3:38])([CH3:37])[CH3:36])([CH3:34])[CH3:33])[CH2:27][CH2:26]1)[C:16]([CH:18]1[CH2:23][CH2:22][CH:21]([CH3:24])[CH2:20][CH2:19]1)=[O:17])=[O:9].C(N(CC)CC)C. Given the product [CH3:6][O:7][C:8]([C:10]1[S:11][C:12]([C:39]#[C:40][C:41]([CH3:45])([CH3:46])[CH2:42][CH2:43][O:44][Si:2]([CH3:4])([CH3:3])[CH3:1])=[CH:13][C:14]=1[N:15]([CH:25]1[CH2:30][CH2:29][CH:28]([O:31][Si:32]([C:35]([CH3:36])([CH3:37])[CH3:38])([CH3:34])[CH3:33])[CH2:27][CH2:26]1)[C:16]([CH:18]1[CH2:19][CH2:20][CH:21]([CH3:24])[CH2:22][CH2:23]1)=[O:17])=[O:9], predict the reactants needed to synthesize it. (5) Given the product [F:1][C:2]([F:7])([F:6])[CH:3]([OH:4])[CH2:5][NH:17][CH2:16][C:13]1[CH:14]=[CH:15][C:10]([O:9][CH3:8])=[CH:11][CH:12]=1, predict the reactants needed to synthesize it. The reactants are: [F:1][C:2]([F:7])([F:6])[CH:3]1[CH2:5][O:4]1.[CH3:8][O:9][C:10]1[CH:15]=[CH:14][C:13]([CH2:16][NH2:17])=[CH:12][CH:11]=1. (6) Given the product [Br:24][CH2:7][C:6]([C:9]1[CH:13]=[CH:12][S:11][C:10]=1[S:14]([NH2:17])(=[O:15])=[O:16])=[O:8], predict the reactants needed to synthesize it. The reactants are: Br.C(O)(=O)C.[C:6]([C:9]1[CH:13]=[CH:12][S:11][C:10]=1[S:14]([NH2:17])(=[O:16])=[O:15])(=[O:8])[CH3:7].C1C=C[NH+]=CC=1.[Br:24][Br-]Br. (7) Given the product [CH2:1]([O:3][C:4]([C@H:6]1[CH2:8][C@@H:7]1[C:9]1[CH:10]=[CH:11][C:12]([O:15][C@H:16]2[C:24]3[C:19](=[C:20]([C:29]4[CH:34]=[CH:33][C:32]([OH:35])=[CH:31][CH:30]=4)[C:21]([C:25]([F:26])([F:27])[F:28])=[CH:22][CH:23]=3)[CH2:18][CH2:17]2)=[CH:13][CH:14]=1)=[O:5])[CH3:2], predict the reactants needed to synthesize it. The reactants are: [CH2:1]([O:3][C:4]([C@H:6]1[CH2:8][C@@H:7]1[C:9]1[CH:14]=[CH:13][C:12]([O:15][C@H:16]2[C:24]3[C:19](=[C:20]([C:29]4[CH:34]=[CH:33][C:32]([O:35][Si](C(C)(C)C)(C)C)=[CH:31][CH:30]=4)[C:21]([C:25]([F:28])([F:27])[F:26])=[CH:22][CH:23]=3)[CH2:18][CH2:17]2)=[CH:11][CH:10]=1)=[O:5])[CH3:2].[F-].C([N+](CCCC)(CCCC)CCCC)CCC. (8) Given the product [CH3:1][O:2][C:3]([C@@H:5]([N:13]1[CH2:21][C:17]2[CH:18]=[CH:19][S:20][C:16]=2[CH2:15][CH2:14]1)[C:6]1[CH:7]=[CH:8][CH:9]=[CH:10][C:11]=1[Cl:12])=[O:4].[S:22]([O-:25])([O:4][CH3:3])(=[O:24])=[O:23], predict the reactants needed to synthesize it. The reactants are: [CH3:1][O:2][C:3]([C@@H:5]([N:13]1[CH2:21][C:17]2[CH:18]=[CH:19][S:20][C:16]=2[CH2:15][CH2:14]1)[C:6]1[CH:7]=[CH:8][CH:9]=[CH:10][C:11]=1[Cl:12])=[O:4].[S:22]([O-])([O:25]CC)(=[O:24])=[O:23].COC([C@@H](N1CC2C=CSC=2CC1)C1C=CC=CC=1Cl)=O.S([O-])(OCCC)(=O)=O.COC([C@@H](N1CC2C=CSC=2CC1)C1C=CC=CC=1Cl)=O.S([O-])(OC(C)C)(=O)=O.COC([C@@H](N1CC2C=CSC=2CC1)C1C=CC=CC=1Cl)=O.S([O-])(OCCCC)(=O)=O.COC([C@@H](N1CC2C=CSC=2CC1)C1C=CC=CC=1Cl)=O.S([O-])(OC(CC)C)(=O)=O.COC([C@@H](N1CC2C=CSC=2CC1)C1C=CC=CC=1Cl)=O.S([O-])(OCC(C)C)(=O)=O.COC([C@@H](N1CC2C=CSC=2CC1)C1C=CC=CC=1Cl)=O.S([O-])(OC(C)(C)C)(=O)=O. (9) Given the product [N:74]1([C:48]2[CH:49]=[C:50]([C:58]([NH:60][C:61]3[CH:62]=[C:63](/[CH:67]=[CH:68]/[C:69]([OH:71])=[O:70])[CH:64]=[CH:65][CH:66]=3)=[O:59])[C:51]3[C:56]([CH:57]=2)=[CH:55][CH:54]=[CH:53][CH:52]=3)[CH2:79][CH2:78][O:77][CH2:76][CH2:75]1, predict the reactants needed to synthesize it. The reactants are: C1C=CC(P(C2C(C3C(P(C4C=CC=CC=4)C4C=CC=CC=4)=CC=C4C=3C=CC=C4)=C3C(C=CC=C3)=CC=2)C2C=CC=CC=2)=CC=1.Br[C:48]1[CH:49]=[C:50]([C:58]([NH:60][C:61]2[CH:62]=[C:63](/[CH:67]=[CH:68]/[C:69]([O:71]CC)=[O:70])[CH:64]=[CH:65][CH:66]=2)=[O:59])[C:51]2[C:56]([CH:57]=1)=[CH:55][CH:54]=[CH:53][CH:52]=2.[NH:74]1[CH2:79][CH2:78][O:77][CH2:76][CH2:75]1.CC(C)([O-])C.[K+].